This data is from Full USPTO retrosynthesis dataset with 1.9M reactions from patents (1976-2016). The task is: Predict the reactants needed to synthesize the given product. (1) The reactants are: [CH:1]1([NH:4][C:5](=[O:24])[C:6]2[CH:11]=[CH:10][C:9]([CH3:12])=[C:8]([C:13]3[CH:14]=[C:15]4[C:20](=[CH:21][CH:22]=3)[C:19](=[O:23])[NH:18][CH:17]=[CH:16]4)[CH:7]=2)[CH2:3][CH2:2]1.[H-].[Na+].[Br:27][C:28]1[CH:33]=[CH:32][C:31]([CH2:34]Br)=[CH:30][N:29]=1. Given the product [Br:27][C:28]1[N:29]=[CH:30][C:31]([CH2:34][N:18]2[CH:17]=[CH:16][C:15]3[C:20](=[CH:21][CH:22]=[C:13]([C:8]4[CH:7]=[C:6]([CH:11]=[CH:10][C:9]=4[CH3:12])[C:5]([NH:4][CH:1]4[CH2:2][CH2:3]4)=[O:24])[CH:14]=3)[C:19]2=[O:23])=[CH:32][CH:33]=1, predict the reactants needed to synthesize it. (2) Given the product [F:38][C:19]([F:18])([F:37])[O:20][C:21]1[CH:22]=[CH:23][C:24]([O:25][CH:26]2[CH2:31][CH2:30][N:29]([CH2:32][CH2:33][O:34][CH2:2][C:3]([NH:5][C@@H:6]3[CH2:11][O:10][C:9]4=[N:12][C:13]([N+:15]([O-:17])=[O:16])=[CH:14][N:8]4[CH2:7]3)=[O:4])[CH2:28][CH2:27]2)=[CH:35][CH:36]=1, predict the reactants needed to synthesize it. The reactants are: Cl[CH2:2][C:3]([NH:5][C@@H:6]1[CH2:11][O:10][C:9]2=[N:12][C:13]([N+:15]([O-:17])=[O:16])=[CH:14][N:8]2[CH2:7]1)=[O:4].[F:18][C:19]([F:38])([F:37])[O:20][C:21]1[CH:36]=[CH:35][C:24]([O:25][CH:26]2[CH2:31][CH2:30][N:29]([CH2:32][CH2:33][OH:34])[CH2:28][CH2:27]2)=[CH:23][CH:22]=1. (3) Given the product [F:25][C:2]([F:1])([F:24])[C:3]1[CH:19]=[C:18]([C:20]([F:23])([F:22])[F:21])[CH:17]=[CH:16][C:4]=1[CH2:5][O:6][C:7]1[CH:14]=[CH:13][C:10](/[CH:11]=[C:30]2/[C:29](=[O:31])[NH:28][C:27](=[O:32])[S:26]/2)=[C:9]([Cl:15])[CH:8]=1, predict the reactants needed to synthesize it. The reactants are: [F:1][C:2]([F:25])([F:24])[C:3]1[CH:19]=[C:18]([C:20]([F:23])([F:22])[F:21])[CH:17]=[CH:16][C:4]=1[CH2:5][O:6][C:7]1[CH:14]=[CH:13][C:10]([CH:11]=O)=[C:9]([Cl:15])[CH:8]=1.[S:26]1[CH2:30][C:29](=[O:31])[NH:28][C:27]1=[O:32].N1CCCCC1.